From a dataset of Forward reaction prediction with 1.9M reactions from USPTO patents (1976-2016). Predict the product of the given reaction. (1) Given the reactants [C:1]([OH:8])(=O)[CH2:2][CH2:3][C:4]([CH3:6])=O.[CH2:9]([NH2:17])[CH2:10][CH2:11][CH2:12][CH2:13][CH2:14][CH2:15][CH3:16], predict the reaction product. The product is: [CH3:6][CH:4]1[N:17]([CH2:9][CH2:10][CH2:11][CH2:12][CH2:13][CH2:14][CH2:15][CH3:16])[C:1](=[O:8])[CH2:2][CH2:3]1. (2) The product is: [N+:10]([C:9]1[CH:8]=[C:5]([C:6]#[N:7])[C:4](=[CH:3][C:2]=1[NH:15][C:16]1[CH:21]=[CH:20][CH:19]=[CH:18][CH:17]=1)[C:13]#[N:14])([O-:12])=[O:11]. Given the reactants Br[C:2]1[CH:3]=[C:4]([C:13]#[N:14])[C:5](=[CH:8][C:9]=1[N+:10]([O-:12])=[O:11])[C:6]#[N:7].[NH2:15][C:16]1[CH:21]=[CH:20][CH:19]=[CH:18][CH:17]=1.C(N(CC)C(C)C)(C)C, predict the reaction product. (3) Given the reactants [C:1]1([C:7]2[CH:8]=[C:9]3[C:13](=[C:14]([C:16]([NH2:18])=[O:17])[CH:15]=2)[NH:12][CH:11]=[C:10]3[CH:19]2[CH2:24][CH2:23][NH:22][CH2:21][CH2:20]2)[CH:6]=[CH:5][CH:4]=[CH:3][CH:2]=1.[CH3:25][C:26]1[S:27][C:28]([S:32](Cl)(=[O:34])=[O:33])=[C:29]([CH3:31])[N:30]=1.C(N(CC)CC)C, predict the reaction product. The product is: [CH3:25][C:26]1[S:27][C:28]([S:32]([N:22]2[CH2:23][CH2:24][CH:19]([C:10]3[C:9]4[C:13](=[C:14]([C:16]([NH2:18])=[O:17])[CH:15]=[C:7]([C:1]5[CH:2]=[CH:3][CH:4]=[CH:5][CH:6]=5)[CH:8]=4)[NH:12][CH:11]=3)[CH2:20][CH2:21]2)(=[O:34])=[O:33])=[C:29]([CH3:31])[N:30]=1. (4) Given the reactants C=O.[CH3:3][O:4][C:5]1[CH:10]=[C:9]([CH:11]2[CH2:16][CH2:15][NH:14][CH2:13][CH2:12]2)[CH:8]=[CH:7][C:6]=1[NH:17][C:18]1[N:23]=[C:22]([CH2:24][CH2:25][C:26]2[CH:31]=[CH:30][CH:29]=[CH:28][C:27]=2[CH2:32][C:33]([NH2:35])=[O:34])[C:21]([C:36]([F:39])([F:38])[F:37])=[CH:20][N:19]=1.[C:40](O[BH-](OC(=O)C)OC(=O)C)(=O)C.[Na+].CO.C(Cl)Cl, predict the reaction product. The product is: [CH3:3][O:4][C:5]1[CH:10]=[C:9]([CH:11]2[CH2:16][CH2:15][N:14]([CH3:40])[CH2:13][CH2:12]2)[CH:8]=[CH:7][C:6]=1[NH:17][C:18]1[N:23]=[C:22]([CH2:24][CH2:25][C:26]2[CH:31]=[CH:30][CH:29]=[CH:28][C:27]=2[CH2:32][C:33]([NH2:35])=[O:34])[C:21]([C:36]([F:37])([F:38])[F:39])=[CH:20][N:19]=1. (5) Given the reactants [F:1][C:2]1[CH:3]=[C:4](Br)[CH:5]=[CH:6][CH:7]=1.[CH3:9][CH:10]([OH:14])[CH2:11][CH:12]=[CH2:13].[Cl-].[Li+].O.O.C([O-])(=O)C.[Li+].Cl, predict the reaction product. The product is: [F:1][C:2]1[CH:3]=[C:4]([CH2:13][CH2:12][CH2:11][C:10](=[O:14])[CH3:9])[CH:5]=[CH:6][CH:7]=1. (6) Given the reactants [O:1]1[C:5]2([CH2:10][CH2:9][C:8]([C:11]3[CH:19]=[CH:18][C:14]([C:15]([OH:17])=[O:16])=[CH:13][CH:12]=3)=[CH:7][CH2:6]2)[O:4][CH2:3][CH2:2]1.IC.[C:22](=O)([O-])[O-].[Cs+].[Cs+], predict the reaction product. The product is: [O:1]1[C:5]2([CH2:10][CH2:9][C:8]([C:11]3[CH:12]=[CH:13][C:14]([C:15]([O:17][CH3:22])=[O:16])=[CH:18][CH:19]=3)=[CH:7][CH2:6]2)[O:4][CH2:3][CH2:2]1. (7) Given the reactants [OH:1][C:2]1([CH2:7][C:8](OC(C)(C)C)=[O:9])[CH2:6][CH2:5][CH2:4][CH2:3]1.[H-].[Al+3].[Li+].[H-].[H-].[H-], predict the reaction product. The product is: [OH:9][CH2:8][CH2:7][C:2]1([OH:1])[CH2:6][CH2:5][CH2:4][CH2:3]1. (8) Given the reactants [Cl:1][CH2:2][CH:3]1[C:11]2[C:10]3[CH:12]=[CH:13][C:14]([S:16]([Cl:19])(=[O:18])=[O:17])=[CH:15][C:9]=3[CH:8]=[CH:7][C:6]=2[N:5]([C:20](=[O:25])[C:21]([F:24])([F:23])[F:22])[CH2:4]1.[N+:26]([O-])([O-:28])=[O:27].[K+], predict the reaction product. The product is: [Cl:1][CH2:2][CH:3]1[C:11]2[C:10]3[CH:12]=[CH:13][C:14]([S:16]([Cl:19])(=[O:18])=[O:17])=[CH:15][C:9]=3[C:8]([N+:26]([O-:28])=[O:27])=[CH:7][C:6]=2[N:5]([C:20](=[O:25])[C:21]([F:24])([F:23])[F:22])[CH2:4]1. (9) Given the reactants [CH2:1]([C:4]1([C:19]2[CH:24]=[CH:23][C:22]([F:25])=[CH:21][CH:20]=2)[O:8][C:7](=[O:9])[N:6]([C@H:10]([C:12]2[CH:17]=[CH:16][C:15]([Br:18])=[CH:14][CH:13]=2)[CH3:11])[CH2:5]1)[CH:2]=[CH2:3].[OH-:26].[Na+].OO, predict the reaction product. The product is: [Br:18][C:15]1[CH:16]=[CH:17][C:12]([C@@H:10]([N:6]2[CH2:5][C:4]([C:19]3[CH:20]=[CH:21][C:22]([F:25])=[CH:23][CH:24]=3)([CH2:1][CH2:2][CH2:3][OH:26])[O:8][C:7]2=[O:9])[CH3:11])=[CH:13][CH:14]=1.[CH2:1]([C:4]1([C:19]2[CH:20]=[CH:21][C:22]([F:25])=[CH:23][CH:24]=2)[O:8][C:7](=[O:9])[N:6]([C@H:10]([C:12]2[CH:17]=[CH:16][C:15]([Br:18])=[CH:14][CH:13]=2)[CH3:11])[CH2:5]1)[CH:2]=[CH2:3]. (10) Given the reactants [Br:1][C:2]1[CH:3]=[C:4]([N:8]2[C:12]([C:13]3[CH:18]=[CH:17][C:16]([F:19])=[C:15]([Cl:20])[CH:14]=3)=[CH:11][C:10]([C:21]([O:23]CC)=[O:22])=[N:9]2)[CH:5]=[CH:6][CH:7]=1.[OH-].[Li+].O.Cl, predict the reaction product. The product is: [Br:1][C:2]1[CH:3]=[C:4]([N:8]2[C:12]([C:13]3[CH:18]=[CH:17][C:16]([F:19])=[C:15]([Cl:20])[CH:14]=3)=[CH:11][C:10]([C:21]([OH:23])=[O:22])=[N:9]2)[CH:5]=[CH:6][CH:7]=1.